This data is from Blood-brain barrier permeability classification from the B3DB database. The task is: Regression/Classification. Given a drug SMILES string, predict its absorption, distribution, metabolism, or excretion properties. Task type varies by dataset: regression for continuous measurements (e.g., permeability, clearance, half-life) or binary classification for categorical outcomes (e.g., BBB penetration, CYP inhibition). Dataset: b3db_classification. (1) The molecule is CCN1CCC[C@H]1CNC(=O)c1cc(S(=O)(=O)CC)ccc1OC. The result is 1 (penetrates BBB). (2) The compound is COc1ccc2c3c1O[C@H]1C(OC(C)=O)=CC[C@H]4[C@@H](C2)N(C)CCC314. The result is 1 (penetrates BBB). (3) The drug is C. The result is 1 (penetrates BBB). (4) The drug is CO/N=C(\C(=O)NC1C(=O)N2C(C(=O)O)=C(CSc3nc(=O)c(=O)[nH]n3C)CS[C@@H]12)c1csc(N)n1. The result is 0 (does not penetrate BBB). (5) The drug is CCN(CCCNS(=O)(=O)N1C[C@H](C)O[C@@H](C)C1)c1ccccc1. The result is 0 (does not penetrate BBB).